Task: Predict the product of the given reaction.. Dataset: Forward reaction prediction with 1.9M reactions from USPTO patents (1976-2016) (1) Given the reactants [OH:1][C:2]1([C:15]#[C:16][CH2:17][OH:18])[CH2:7][CH2:6][N:5]([C:8]([O:10][C:11]([CH3:14])([CH3:13])[CH3:12])=[O:9])[CH2:4][CH2:3]1.C(O)(=O)C.O, predict the reaction product. The product is: [OH:1][C:2]1([CH2:15][CH2:16][CH2:17][OH:18])[CH2:7][CH2:6][N:5]([C:8]([O:10][C:11]([CH3:12])([CH3:13])[CH3:14])=[O:9])[CH2:4][CH2:3]1. (2) The product is: [CH3:14][CH:13]([O:16][C:2]1[NH:3][C:4](=[O:12])[C:5]2[CH:11]=[CH:10][N:9]=[CH:8][C:6]=2[N:7]=1)[CH3:15]. Given the reactants Cl[C:2]1[N:3]=[C:4]([OH:12])[C:5]2[CH:11]=[CH:10][N:9]=[CH:8][C:6]=2[N:7]=1.[CH:13]([OH:16])([CH3:15])[CH3:14], predict the reaction product. (3) Given the reactants [CH3:1][C:2]1[N:6]=[CH:5][N:4]([C:7]2[CH:12]=[CH:11][C:10]([OH:13])=[CH:9][CH:8]=2)[N:3]=1.C([O-])([O-])=O.[K+].[K+].Cl[CH2:21][C:22]1[N:23]=[C:24]([CH:27]2[CH2:32][CH2:31][CH:30]([O:33][C:34]3[N:39]=[CH:38][C:37]([CH2:40][CH3:41])=[CH:36][N:35]=3)[CH2:29][CH2:28]2)[S:25][CH:26]=1, predict the reaction product. The product is: [CH2:40]([C:37]1[CH:38]=[N:39][C:34]([O:33][CH:30]2[CH2:29][CH2:28][CH:27]([C:24]3[S:25][CH:26]=[C:22]([CH2:21][O:13][C:10]4[CH:11]=[CH:12][C:7]([N:4]5[CH:5]=[N:6][C:2]([CH3:1])=[N:3]5)=[CH:8][CH:9]=4)[N:23]=3)[CH2:32][CH2:31]2)=[N:35][CH:36]=1)[CH3:41]. (4) Given the reactants [I:1]Cl.[Cl:3][C:4]1[CH:5]=[C:6]([CH:8]=[CH:9][C:10]=1[C:11]([F:14])([F:13])[F:12])[NH2:7].O.O.O.C([O-])(=O)C.[Na+].C(=O)(O)[O-].[Na+].S([O-])([O-])=O.[Na+].[Na+], predict the reaction product. The product is: [Cl:3][C:4]1[C:10]([C:11]([F:12])([F:13])[F:14])=[CH:9][C:8]([I:1])=[C:6]([CH:5]=1)[NH2:7].